The task is: Predict the reaction yield, written as a fraction of the theoretical maximum amount of product (1.0 means a 100% yield; for example, 0.34 means a 34% yield).. This data is from Reaction yield outcomes from USPTO patents with 853,638 reactions. The reactants are [C:1]([C:3]1[CH:8]=[CH:7][CH:6]=[CH:5][C:4]=1[C:9]1[CH:14]=[CH:13][C:12]([CH2:15][C:16]2[C:17](=[O:42])[N:18]([C@H:28]3[CH2:33][CH2:32][C@H:31]([O:34][CH2:35][C:36](N(OC)C)=[O:37])[CH2:30][CH2:29]3)[C:19]3[N:20]([N:25]=[CH:26][N:27]=3)[C:21]=2[CH2:22][CH2:23][CH3:24])=[CH:11][CH:10]=1)#[N:2].[O:43]1[CH2:48][CH2:47][CH2:46][O:45][CH:44]1[CH2:49][CH2:50][Mg]Br.Cl. The catalyst is O1CCCC1. The product is [O:43]1[CH2:48][CH2:47][CH2:46][O:45][CH:44]1[CH2:49][CH2:50][CH:36]([OH:37])[CH2:35][O:34][C@H:31]1[CH2:32][CH2:33][C@H:28]([N:18]2[C:17](=[O:42])[C:16]([CH2:15][C:12]3[CH:13]=[CH:14][C:9]([C:4]4[C:3]([C:1]#[N:2])=[CH:8][CH:7]=[CH:6][CH:5]=4)=[CH:10][CH:11]=3)=[C:21]([CH2:22][CH2:23][CH3:24])[N:20]3[N:25]=[CH:26][N:27]=[C:19]23)[CH2:29][CH2:30]1. The yield is 0.440.